From a dataset of Full USPTO retrosynthesis dataset with 1.9M reactions from patents (1976-2016). Predict the reactants needed to synthesize the given product. (1) Given the product [Cl:4][C:5]1[C:10]2[N:11]=[C:12]([C:16]3[C:17]([NH2:21])=[N:18][O:19][N:20]=3)[N:13]([CH2:14][CH3:15])[C:9]=2[CH:8]=[C:7]([CH2:22][NH:28][CH3:27])[N:6]=1, predict the reactants needed to synthesize it. The reactants are: O=[O+][O-].[Cl:4][C:5]1[C:10]2[N:11]=[C:12]([C:16]3[C:17]([NH2:21])=[N:18][O:19][N:20]=3)[N:13]([CH2:14][CH3:15])[C:9]=2[CH:8]=[C:7]([CH:22]=C)[N:6]=1.CSC.[CH3:27][NH2:28].[O-]S([O-])(=O)=O.[Na+].[Na+].[BH4-].[Na+]. (2) Given the product [C:5]([C:4]1[CH:7]=[CH:8][C:9]([O:10][CH3:11])=[C:2]([N:19]([C:28]([O:30][C:31]([CH3:34])([CH3:33])[CH3:32])=[O:29])[NH:20][C:21]([O:23][C:24]([CH3:25])([CH3:26])[CH3:27])=[O:22])[CH:3]=1)#[N:6], predict the reactants needed to synthesize it. The reactants are: Br[C:2]1[CH:3]=[C:4]([CH:7]=[CH:8][C:9]=1[O:10][CH3:11])[C:5]#[N:6].C([Mg]Cl)(C)C.[Li+].[Cl-].[N:19]([C:28]([O:30][C:31]([CH3:34])([CH3:33])[CH3:32])=[O:29])=[N:20][C:21]([O:23][C:24]([CH3:27])([CH3:26])[CH3:25])=[O:22]. (3) Given the product [F:24][CH:22]([F:23])[N:7]1[C:6]([CH2:4][OH:3])=[CH:10][C:9]([C:11]2[CH:12]=[CH:13][C:14]([O:17][C:18]([F:20])([F:19])[F:21])=[CH:15][CH:16]=2)=[N:8]1, predict the reactants needed to synthesize it. The reactants are: C([O:3][C:4]([C:6]1[N:7]([CH:22]([F:24])[F:23])[N:8]=[C:9]([C:11]2[CH:16]=[CH:15][C:14]([O:17][C:18]([F:21])([F:20])[F:19])=[CH:13][CH:12]=2)[CH:10]=1)=O)C.[H-].[Al+3].[Li+].[H-].[H-].[H-]. (4) The reactants are: [C:1]([C:5]1[CH:10]=[CH:9][C:8]([S:11]([N:14]2[C:20]3[CH:21]=[C:22]([C:25](O)=[O:26])[CH:23]=[CH:24][C:19]=3[NH:18][C:17]3[N:28]=[C:29]([C:32]([F:35])([F:34])[F:33])[CH:30]=[CH:31][C:16]=3[CH2:15]2)(=[O:13])=[O:12])=[CH:7][CH:6]=1)([CH3:4])([CH3:3])[CH3:2].Cl.C([O:44][CH:45]1[CH2:48][NH:47][CH2:46]1)C1C=CC=CC=1.C1CN([P+](ON2N=NC3C=CC=CC2=3)(N2CCCC2)N2CCCC2)CC1.F[P-](F)(F)(F)(F)F. Given the product [C:1]([C:5]1[CH:10]=[CH:9][C:8]([S:11]([N:14]2[C:20]3[CH:21]=[C:22]([C:25]([N:47]4[CH2:48][CH:45]([OH:44])[CH2:46]4)=[O:26])[CH:23]=[CH:24][C:19]=3[NH:18][C:17]3[N:28]=[C:29]([C:32]([F:35])([F:34])[F:33])[CH:30]=[CH:31][C:16]=3[CH2:15]2)(=[O:12])=[O:13])=[CH:7][CH:6]=1)([CH3:4])([CH3:3])[CH3:2], predict the reactants needed to synthesize it.